This data is from Catalyst prediction with 721,799 reactions and 888 catalyst types from USPTO. The task is: Predict which catalyst facilitates the given reaction. Reactant: [C:1]1([C:7](=[O:11])[CH2:8][CH2:9][CH3:10])[CH:6]=[CH:5][CH:4]=[CH:3][CH:2]=1.[Br:12]Br. Product: [Br:12][CH:8]([CH2:9][CH3:10])[C:7]([C:1]1[CH:6]=[CH:5][CH:4]=[CH:3][CH:2]=1)=[O:11]. The catalyst class is: 27.